Dataset: Reaction yield outcomes from USPTO patents with 853,638 reactions. Task: Predict the reaction yield, written as a fraction of the theoretical maximum amount of product (1.0 means a 100% yield; for example, 0.34 means a 34% yield). (1) The reactants are [OH:1][C:2]1[CH:6]=[CH:5][S:4][C:3]=1[C:7]([O:9][CH3:10])=[O:8].C1(C)C=CC=CC=1.[OH-].[Na+].Cl[CH:21]([F:23])[F:22]. The catalyst is O.[Br-].C([P+](CCCC)(CCCC)CCCC)CCC. The product is [F:22][CH:21]([F:23])[O:1][C:2]1[CH:6]=[CH:5][S:4][C:3]=1[C:7]([O:9][CH3:10])=[O:8]. The yield is 0.313. (2) The reactants are C([O:8][C:9]1[CH:18]=[C:17]2[C:12]([C:13]([O:19][C:20]3[CH:25]=[CH:24][CH:23]=[CH:22][CH:21]=3)=[N:14][CH:15]=[N:16]2)=[CH:11][C:10]=1[O:26][CH3:27])C1C=CC=CC=1. The catalyst is C(O)(C(F)(F)F)=O. The product is [OH:8][C:9]1[CH:18]=[C:17]2[C:12]([C:13]([O:19][C:20]3[CH:25]=[CH:24][CH:23]=[CH:22][CH:21]=3)=[N:14][CH:15]=[N:16]2)=[CH:11][C:10]=1[O:26][CH3:27]. The yield is 0.880. (3) The reactants are [CH2:1]([O:3][C:4]([CH:6]1[CH2:13][CH:12]2[N:14](CC3C=CC=CC=3)[CH:8]([CH2:9][C:10](=[O:22])[CH2:11]2)[CH2:7]1)=[O:5])[CH3:2].[H][H]. The catalyst is CO.[OH-].[Pd+2].[OH-]. The product is [CH2:1]([O:3][C:4]([CH:6]1[CH2:13][CH:12]2[NH:14][CH:8]([CH2:9][C:10](=[O:22])[CH2:11]2)[CH2:7]1)=[O:5])[CH3:2]. The yield is 1.00. (4) The reactants are [NH:1]1[C:9]2[C:4](=[C:5]([C:10]3[C:22]4[C:21]5[C:16](=[CH:17][C:18]([C:23]([N:25]6[CH2:30][CH2:29][N:28]([CH3:31])[CH2:27][CH2:26]6)=[O:24])=[CH:19][CH:20]=5)[NH:15][C:14]=4[C:13]([C:32]([NH2:34])=[O:33])=[CH:12][CH:11]=3)[CH:6]=[CH:7][CH:8]=2)[CH:3]=[CH:2]1.[F:35][C:36]1[CH:44]=[CH:43][C:39]([C:40](Cl)=[O:41])=[CH:38][CH:37]=1. The catalyst is C(Cl)Cl.CN(C1C=CN=CC=1)C. The product is [F:35][C:36]1[CH:44]=[CH:43][C:39]([C:40]([N:1]2[C:9]3[C:4](=[C:5]([C:10]4[C:22]5[C:21]6[C:16](=[CH:17][C:18]([C:23]([N:25]7[CH2:26][CH2:27][N:28]([CH3:31])[CH2:29][CH2:30]7)=[O:24])=[CH:19][CH:20]=6)[NH:15][C:14]=5[C:13]([C:32]([NH2:34])=[O:33])=[CH:12][CH:11]=4)[CH:6]=[CH:7][CH:8]=3)[CH:3]=[CH:2]2)=[O:41])=[CH:38][CH:37]=1. The yield is 0.310. (5) The reactants are [OH:1][C:2]1[CH:7]=[CH:6][C:5]([C:8]([C:10]2[CH:15]=[CH:14][C:13]([OH:16])=[CH:12][CH:11]=2)=O)=[CH:4][CH:3]=1.[CH3:17][N:18]([CH3:32])[CH2:19][CH2:20][O:21][C:22]1[CH:23]=[C:24]([C:28](=O)[CH2:29][CH3:30])[CH:25]=[CH:26][CH:27]=1.Cl. The catalyst is C1COCC1.[Zn].Cl[Ti](Cl)(Cl)Cl. The product is [CH3:17][N:18]([CH3:32])[CH2:19][CH2:20][O:21][C:22]1[CH:23]=[C:24]([C:28]([CH2:29][CH3:30])=[C:8]([C:10]2[CH:15]=[CH:14][C:13]([OH:16])=[CH:12][CH:11]=2)[C:5]2[CH:6]=[CH:7][C:2]([OH:1])=[CH:3][CH:4]=2)[CH:25]=[CH:26][CH:27]=1. The yield is 0.640. (6) The reactants are [CH:1]([C:3]1[CH:4]=[N:5][N:6]([CH3:19])[C:7]=1[C:8]1[CH:9]=[C:10]([C:15]([O:17][CH3:18])=[O:16])[S:11][C:12]=1[CH2:13][CH3:14])=[CH2:2]. The catalyst is CO.[Pd]. The product is [CH2:13]([C:12]1[S:11][C:10]([C:15]([O:17][CH3:18])=[O:16])=[CH:9][C:8]=1[C:7]1[N:6]([CH3:19])[N:5]=[CH:4][C:3]=1[CH2:1][CH3:2])[CH3:14]. The yield is 0.950. (7) The reactants are [NH2:1][C:2]1[N:6]([C:7]2[CH:8]=[N:9][N:10]([CH2:12][CH2:13][OH:14])[CH:11]=2)[N:5]=[C:4]([CH:15]([CH3:17])[CH3:16])[CH:3]=1.[OH-].[Na+].Cl[C:21]([O:23][CH2:24][C:25]([Cl:28])([Cl:27])[Cl:26])=[O:22]. The yield is 0.700. The catalyst is CCOC(C)=O. The product is [Cl:26][C:25]([Cl:28])([Cl:27])[CH2:24][O:23][C:21](=[O:22])[NH:1][C:2]1[N:6]([C:7]2[CH:8]=[N:9][N:10]([CH2:12][CH2:13][OH:14])[CH:11]=2)[N:5]=[C:4]([CH:15]([CH3:17])[CH3:16])[CH:3]=1. (8) The catalyst is CO.[Ni]. The reactants are [N+:1]([C:4]1[CH:5]=[C:6]2[C:10](=[CH:11][CH:12]=1)[NH:9][C:8]([C:13]1[CH:18]=[CH:17][CH:16]=[CH:15][CH:14]=1)=[CH:7]2)([O-])=O. The yield is 0.770. The product is [C:13]1([C:8]2[NH:9][C:10]3[C:6]([CH:7]=2)=[CH:5][C:4]([NH2:1])=[CH:12][CH:11]=3)[CH:14]=[CH:15][CH:16]=[CH:17][CH:18]=1.